This data is from Catalyst prediction with 721,799 reactions and 888 catalyst types from USPTO. The task is: Predict which catalyst facilitates the given reaction. (1) Reactant: [CH:1]1([CH2:4][NH:5][S:6]([C:9]2[CH:14]=[CH:13][CH:12]=[CH:11][C:10]=2[N+:15]([O-:17])=[O:16])(=[O:8])=[O:7])[CH2:3][CH2:2]1.O[CH2:19][CH2:20][NH:21]C(=O)OC(C)(C)C.C1(P(C2C=CC=CC=2)C2C=CC=CC=2)C=CC=CC=1.N(C(OCC)=O)=NC(OCC)=O.Cl.C(OCC)(=O)C. Product: [NH2:21][CH2:20][CH2:19][N:5]([CH2:4][CH:1]1[CH2:2][CH2:3]1)[S:6]([C:9]1[CH:14]=[CH:13][CH:12]=[CH:11][C:10]=1[N+:15]([O-:17])=[O:16])(=[O:8])=[O:7]. The catalyst class is: 93. (2) Reactant: [Br:1][C:2]1[CH:6]=[C:5]([CH:7]=O)[O:4][C:3]=1[C:9]1[O:13][N:12]=[C:11]([C:14]2[CH:19]=[CH:18][C:17]([Cl:20])=[CH:16][CH:15]=2)[N:10]=1.C([BH3-])#N.[Na+].C(O)(=O)C.[NH:29]1[CH2:34][CH2:33][O:32][CH2:31][CH2:30]1. Product: [Br:1][C:2]1[CH:6]=[C:5]([CH2:7][N:29]2[CH2:34][CH2:33][O:32][CH2:31][CH2:30]2)[O:4][C:3]=1[C:9]1[O:13][N:12]=[C:11]([C:14]2[CH:15]=[CH:16][C:17]([Cl:20])=[CH:18][CH:19]=2)[N:10]=1. The catalyst class is: 5. (3) Reactant: [CH2:1]([N:9]1[CH:13]=[CH:12][N:11]=[CH:10]1)[CH2:2][CH2:3][CH2:4][CH2:5][CH2:6][CH2:7][CH3:8].[F:14][C:15]([F:36])([F:35])[C:16]([F:34])([F:33])[C:17]([F:32])([F:31])[C:18]([F:30])([F:29])[C:19]([F:28])([F:27])[C:20]([F:26])([F:25])[CH2:21][CH2:22][CH2:23][I:24]. Product: [I-:24].[CH2:1]([NH+:9]1[CH:13]=[CH:12][N:11]([CH2:23][CH2:22][CH2:21][C:20]([F:25])([F:26])[C:19]([F:27])([F:28])[C:18]([F:29])([F:30])[C:17]([F:31])([F:32])[C:16]([F:33])([F:34])[C:15]([F:36])([F:35])[F:14])[CH2:10]1)[CH2:2][CH2:3][CH2:4][CH2:5][CH2:6][CH2:7][CH3:8]. The catalyst class is: 11.